Dataset: Catalyst prediction with 721,799 reactions and 888 catalyst types from USPTO. Task: Predict which catalyst facilitates the given reaction. Product: [CH2:1]([O:3][P:4]([CH:9]=[C:10]1[NH:23][CH2:22][CH2:21][N:20]([CH3:19])[C:13]2[CH:14]=[CH:15][CH:16]=[CH:17][C:12]1=2)(=[O:8])[O:5][CH2:6][CH3:7])[CH3:2]. Reactant: [CH2:1]([O:3][P:4]([CH2:9][C:10]([C:12]1[CH:17]=[CH:16][CH:15]=[CH:14][C:13]=1F)=O)(=[O:8])[O:5][CH2:6][CH3:7])[CH3:2].[CH3:19][NH:20][CH2:21][CH2:22][NH2:23]. The catalyst class is: 17.